This data is from Catalyst prediction with 721,799 reactions and 888 catalyst types from USPTO. The task is: Predict which catalyst facilitates the given reaction. (1) Reactant: [C:1]([C:5]1[O:9][N:8]=[C:7]([NH:10][C:11]([NH:13][C:14]2[CH:19]=[CH:18][CH:17]=[C:16]([SH:20])[CH:15]=2)=[O:12])[CH:6]=1)([CH3:4])([CH3:3])[CH3:2].Cl[C:22]1[C:31]2[C:26](=[CH:27][C:28]([O:37][CH2:38][CH2:39][O:40][CH3:41])=[C:29]([O:32][CH2:33][CH2:34][O:35][CH3:36])[CH:30]=2)[N:25]=[CH:24][N:23]=1.C([O-])([O-])=O.[Cs+].[Cs+]. Product: [CH3:36][O:35][CH2:34][CH2:33][O:32][C:29]1[CH:30]=[C:31]2[C:26](=[CH:27][C:28]=1[O:37][CH2:38][CH2:39][O:40][CH3:41])[N:25]=[CH:24][N:23]=[C:22]2[S:20][C:16]1[CH:15]=[C:14]([NH:13][C:11]([NH:10][C:7]2[CH:6]=[C:5]([C:1]([CH3:4])([CH3:2])[CH3:3])[O:9][N:8]=2)=[O:12])[CH:19]=[CH:18][CH:17]=1. The catalyst class is: 32. (2) The catalyst class is: 2. Product: [NH2:8][CH2:9][C:10]1[CH:22]=[CH:21][C:13]([O:14][CH2:15][CH2:16][C:17]([O:19][CH3:20])=[O:18])=[CH:12][CH:11]=1. Reactant: C(OC([NH:8][CH2:9][C:10]1[CH:22]=[CH:21][C:13]([O:14][CH2:15][CH2:16][C:17]([O:19][CH3:20])=[O:18])=[CH:12][CH:11]=1)=O)(C)(C)C.C(O)(C(F)(F)F)=O. (3) The catalyst class is: 178. Product: [NH2:1][CH2:4][C:5]1[CH:6]=[C:7]([CH:11]([NH:13][C:14]2[N:19]=[C:18]([C:20]3[N:24]4[CH:25]=[CH:26][CH:27]=[C:28]([CH:29]([F:30])[F:31])[C:23]4=[N:22][CH:21]=3)[C:17]([C:32]#[N:33])=[CH:16][N:15]=2)[CH3:12])[CH:8]=[CH:9][CH:10]=1. Reactant: [N:1]([CH2:4][C:5]1[CH:6]=[C:7]([CH:11]([NH:13][C:14]2[N:19]=[C:18]([C:20]3[N:24]4[CH:25]=[CH:26][CH:27]=[C:28]([CH:29]([F:31])[F:30])[C:23]4=[N:22][CH:21]=3)[C:17]([C:32]#[N:33])=[CH:16][N:15]=2)[CH3:12])[CH:8]=[CH:9][CH:10]=1)=[N+]=[N-].[H][H]. (4) Product: [C:1]([O:5][C:6]([C:8]1[O:9][C:10]2[CH:17]=[CH:16][C:15]([C:21]#[N:22])=[C:14]([O:19][CH3:20])[C:11]=2[C:12]=1[CH3:13])=[O:7])([CH3:4])([CH3:3])[CH3:2]. Reactant: [C:1]([O:5][C:6]([C:8]1[O:9][C:10]2[CH:17]=[CH:16][C:15](I)=[C:14]([O:19][CH3:20])[C:11]=2[C:12]=1[CH3:13])=[O:7])([CH3:4])([CH3:3])[CH3:2].[CH3:21][N:22](C=O)C. The catalyst class is: 380.